This data is from Catalyst prediction with 721,799 reactions and 888 catalyst types from USPTO. The task is: Predict which catalyst facilitates the given reaction. (1) Product: [F:34][C:2]([F:1])([F:33])[O:3][C:4]1[CH:9]=[CH:8][C:7]([N:10]2[CH:14]=[N:13][C:12]([C:15]3[CH:16]=[C:17]4[C:22](=[CH:23][CH:24]=3)[CH2:21][CH:20]([NH2:25])[CH2:19][CH2:18]4)=[N:11]2)=[CH:6][CH:5]=1. Reactant: [F:1][C:2]([F:34])([F:33])[O:3][C:4]1[CH:9]=[CH:8][C:7]([N:10]2[CH:14]=[N:13][C:12]([C:15]3[CH:16]=[C:17]4[C:22](=[CH:23][CH:24]=3)[CH2:21][CH:20]([NH:25]C(=O)OC(C)(C)C)[CH2:19][CH2:18]4)=[N:11]2)=[CH:6][CH:5]=1. The catalyst class is: 4. (2) Reactant: [C:1]([OH:4])(=[O:3])[CH3:2].[CH2:5]([N:7]1[CH:11]=[CH:10][N:9]=[CH:8]1)[CH3:6]. Product: [C:1]([O-:4])(=[O:3])[CH3:2].[CH2:5]([N+:7]1[CH:11]=[CH:10][NH:9][CH:8]=1)[CH3:6]. The catalyst class is: 27.